The task is: Predict which catalyst facilitates the given reaction.. This data is from Catalyst prediction with 721,799 reactions and 888 catalyst types from USPTO. (1) Reactant: [CH3:1][O:2][C:3]1[C:8]([O:9][CH3:10])=[CH:7][CH:6]=[CH:5][C:4]=1[C:11]1[CH:18]=[CH:17][C:14]([C:15]#[N:16])=[C:13](F)[CH:12]=1.[OH:20][CH:21]1[CH2:26][CH2:25][CH:24]([NH2:27])[CH2:23][CH2:22]1.C(N(CC)C(C)C)(C)C. Product: [CH3:1][O:2][C:3]1[C:8]([O:9][CH3:10])=[CH:7][CH:6]=[CH:5][C:4]=1[C:11]1[CH:18]=[CH:17][C:14]([C:15]#[N:16])=[C:13]([NH:27][CH:24]2[CH2:25][CH2:26][CH:21]([OH:20])[CH2:22][CH2:23]2)[CH:12]=1. The catalyst class is: 16. (2) Reactant: C=O.[Cl:3][C:4]1[C:5]([CH2:23][CH2:24][C:25]2[CH:30]=[CH:29][CH:28]=[CH:27][C:26]=2[CH:31]([CH3:35])[C:32]([NH2:34])=[O:33])=[N:6][C:7]([NH:10][C:11]2[CH:12]=[N:13][C:14]([CH:17]3[CH2:22][CH2:21][NH:20][CH2:19][CH2:18]3)=[CH:15][CH:16]=2)=[N:8][CH:9]=1.[C:36](O[BH-](OC(=O)C)OC(=O)C)(=O)C.[Na+]. Product: [Cl:3][C:4]1[C:5]([CH2:23][CH2:24][C:25]2[CH:30]=[CH:29][CH:28]=[CH:27][C:26]=2[CH:31]([CH3:35])[C:32]([NH2:34])=[O:33])=[N:6][C:7]([NH:10][C:11]2[CH:12]=[N:13][C:14]([CH:17]3[CH2:22][CH2:21][N:20]([CH3:36])[CH2:19][CH2:18]3)=[CH:15][CH:16]=2)=[N:8][CH:9]=1. The catalyst class is: 5. (3) Reactant: [C:1]([N:4]1[C:13]2[C:8](=[CH:9][C:10]([NH2:14])=[CH:11][CH:12]=2)[C:7]([C:16]2[CH:21]=[CH:20][CH:19]=[CH:18][CH:17]=2)([CH3:15])[CH2:6][C:5]1([CH3:23])[CH3:22])(=[O:3])[CH3:2].[Cl:24][C:25]1[CH:33]=[CH:32][C:28]([C:29](Cl)=[O:30])=[CH:27][CH:26]=1.C(N(CC)C(C)C)(C)C. Product: [C:1]([N:4]1[C:13]2[C:8](=[CH:9][C:10]([NH:14][C:29](=[O:30])[C:28]3[CH:32]=[CH:33][C:25]([Cl:24])=[CH:26][CH:27]=3)=[CH:11][CH:12]=2)[C:7]([C:16]2[CH:21]=[CH:20][CH:19]=[CH:18][CH:17]=2)([CH3:15])[CH2:6][C:5]1([CH3:23])[CH3:22])(=[O:3])[CH3:2]. The catalyst class is: 7. (4) Reactant: Br[C:2]1[CH:3]=[CH:4][C:5]2[CH2:11][CH2:10][CH2:9][C:8](=[O:12])[NH:7][C:6]=2[CH:13]=1.[C:14]1(B(O)O)[CH:19]=[CH:18][CH:17]=[CH:16][CH:15]=1.C([O-])([O-])=O.[Na+].[Na+].C1(C)C=CC=CC=1. Product: [C:14]1([C:2]2[CH:3]=[CH:4][C:5]3[CH2:11][CH2:10][CH2:9][C:8](=[O:12])[NH:7][C:6]=3[CH:13]=2)[CH:19]=[CH:18][CH:17]=[CH:16][CH:15]=1. The catalyst class is: 518. (5) Reactant: [N:1]1([CH:7]([C:12]2[CH:17]=[CH:16][C:15]([CH3:18])=[CH:14][CH:13]=2)[C:8]([O:10]C)=[O:9])[CH2:6][CH2:5][CH2:4][CH2:3][CH2:2]1.[ClH:19]. Product: [ClH:19].[N:1]1([CH:7]([C:12]2[CH:17]=[CH:16][C:15]([CH3:18])=[CH:14][CH:13]=2)[C:8]([OH:10])=[O:9])[CH2:2][CH2:3][CH2:4][CH2:5][CH2:6]1. The catalyst class is: 12. (6) Reactant: [Br:1][C:2]1[CH:7]=[CH:6][C:5]([OH:8])=[CH:4][CH:3]=1.Cl[CH2:10][C:11]([NH:13][C:14]1[CH:19]=[CH:18][C:17]([Cl:20])=[C:16]([C:21]([F:24])([F:23])[F:22])[CH:15]=1)=[O:12].[I-].[K+].C(=O)([O-])[O-].[K+].[K+]. Product: [Br:1][C:2]1[CH:7]=[CH:6][C:5]([O:8][CH2:10][C:11]([NH:13][C:14]2[CH:19]=[CH:18][C:17]([Cl:20])=[C:16]([C:21]([F:24])([F:22])[F:23])[CH:15]=2)=[O:12])=[CH:4][CH:3]=1. The catalyst class is: 10. (7) Reactant: [CH2:1]([O:3][C:4](=[O:22])[C:5]1[CH:10]=[CH:9][CH:8]=[C:7]([NH:11][C:12]2[C:13]3[N:14]([N:19]=[CH:20][N:21]=3)[C:15]([Br:18])=[CH:16][N:17]=2)[CH:6]=1)[CH3:2].[O:23](C(OC(C)(C)C)=O)[C:24]([O:26][C:27]([CH3:30])([CH3:29])[CH3:28])=O. Product: [CH2:1]([O:3][C:4](=[O:22])[C:5]1[CH:10]=[CH:9][CH:8]=[C:7]([N:11]([C:12]2[C:13]3[N:14]([N:19]=[CH:20][N:21]=3)[C:15]([Br:18])=[CH:16][N:17]=2)[C:24]([O:26][C:27]([CH3:30])([CH3:29])[CH3:28])=[O:23])[CH:6]=1)[CH3:2]. The catalyst class is: 64.